Dataset: Reaction yield outcomes from USPTO patents with 853,638 reactions. Task: Predict the reaction yield, written as a fraction of the theoretical maximum amount of product (1.0 means a 100% yield; for example, 0.34 means a 34% yield). (1) The reactants are [CH:1]1([CH2:6][C@H:7]([CH2:20][C:21](=[O:31])[NH:22][O:23]CC2C=CC=CC=2)[C:8]([N:10]2[C@H:14]([C:15]([N:17]([CH3:19])[CH3:18])=[O:16])[CH2:13][CH:12]=[N:11]2)=[O:9])[CH2:5][CH2:4][CH2:3][CH2:2]1. The catalyst is CO.[OH-].[OH-].[Pd+2]. The product is [CH:1]1([CH2:6][C@H:7]([CH2:20][C:21]([NH:22][OH:23])=[O:31])[C:8]([N:10]2[C@H:14]([C:15]([N:17]([CH3:19])[CH3:18])=[O:16])[CH2:13][CH:12]=[N:11]2)=[O:9])[CH2:5][CH2:4][CH2:3][CH2:2]1. The yield is 0.820. (2) The reactants are C([N:8]1[CH2:13][CH2:12][CH:11]([O:14][C:15]2[N:20]=[C:19]([NH:21][C:22](=[O:31])[C:23]3[CH:28]=[CH:27][C:26]([F:29])=[CH:25][C:24]=3Cl)[CH:18]=[CH:17][CH:16]=2)[CH2:10][C:9]1([CH3:33])[CH3:32])C1C=CC=CC=1.C([O-])=O.[NH4+]. The catalyst is [Pd].C(O)C. The product is [CH3:32][C:9]1([CH3:33])[CH2:10][CH:11]([O:14][C:15]2[N:20]=[C:19]([NH:21][C:22](=[O:31])[C:23]3[CH:24]=[CH:25][C:26]([F:29])=[CH:27][CH:28]=3)[CH:18]=[CH:17][CH:16]=2)[CH2:12][CH2:13][NH:8]1. The yield is 1.00. (3) The reactants are [CH2:1]([O:3][C:4]([C:6]1[O:7][C:8]2[C:13]([C:14](=[O:16])[CH:15]=1)=[CH:12][C:11]([O:17][CH2:18][CH3:19])=[CH:10][C:9]=2Br)=[O:5])[CH3:2].C1(P(C2C=CC=CC=2)C2C=CC3C(=CC=CC=3)C=2C2C3C(=CC=CC=3)C=CC=2P(C2C=CC=CC=2)C2C=CC=CC=2)C=CC=CC=1.[N+](C1C=C[C:73]([N:76]2[CH2:81][CH2:80][N:79](C(=O)C)[CH2:78][CH2:77]2)=CC=1)([O-])=O.CN1CCNCC1.C(=O)([O-])[O-].[Cs+].[Cs+]. The catalyst is C1(C)C=CC=CC=1. The product is [CH2:1]([O:3][C:4]([C:6]1[O:7][C:8]2[C:13]([C:14](=[O:16])[CH:15]=1)=[CH:12][C:11]([O:17][CH2:18][CH3:19])=[CH:10][C:9]=2[N:79]1[CH2:80][CH2:81][N:76]([CH3:73])[CH2:77][CH2:78]1)=[O:5])[CH3:2]. The yield is 0.750. (4) The reactants are [C:1]([O:5][C:6](=[O:15])[CH2:7]/[N:8]=[CH:9]/[CH2:10][C:11]([CH3:14])([CH3:13])[CH3:12])([CH3:4])([CH3:3])[CH3:2].[Cl:16][C:17]1[CH:22]=[CH:21][C:20](/[C:23](=[CH:26]/[C:27]2[CH:32]=[CH:31][CH:30]=[C:29]([F:33])[CH:28]=2)/[C:24]#[N:25])=[C:19]([F:34])[CH:18]=1.C(N(CC)CC)C. The catalyst is ClCCl. The product is [C:1]([O:5][C:6]([CH:7]1[CH:26]([C:27]2[CH:32]=[CH:31][CH:30]=[C:29]([F:33])[CH:28]=2)[C:23]([C:20]2[CH:21]=[CH:22][C:17]([Cl:16])=[CH:18][C:19]=2[F:34])([C:24]#[N:25])[CH:9]([CH2:10][C:11]([CH3:14])([CH3:13])[CH3:12])[NH:8]1)=[O:15])([CH3:4])([CH3:3])[CH3:2]. The yield is 0.260. (5) The reactants are [CH:1](S(C)(=O)=O)=[CH2:2].BrBr.N12CCCN=C1CCCCC2.[OH:20][C:21]1[C:22](=[O:32])[C:23]2[C:28]([C:29](=[O:31])[CH:30]=1)=[CH:27][CH:26]=[CH:25][CH:24]=2. The catalyst is ClCCl. The product is [O:20]1[CH:2]=[CH:1][C:30]2[C:29](=[O:31])[C:28]3[C:23]([C:22](=[O:32])[C:21]1=2)=[CH:24][CH:25]=[CH:26][CH:27]=3. The yield is 0.250. (6) The reactants are [CH3:1][C:2]1[CH:7]=[CH:6][N:5]=[C:4]([NH:8][C:9]2[N:14]=[C:13]([C:15]3[S:19][C:18]([C@H:20]4[CH2:25][CH2:24][C@H:23]([C:26]([OH:28])=O)[CH2:22][CH2:21]4)=[N:17][CH:16]=3)[CH:12]=[CH:11][CH:10]=2)[CH:3]=1.OC1CCNCC1.C(N(CC)CC)C.F[P-](F)(F)(F)(F)F.[NH:50]1[C:54]2[CH:55]=[CH:56][CH:57]=[C:58]([O:59][P+](N3CCCC3)(N3CCCC3)N3CCCC3)C=2N=N1. The catalyst is CN(C)C=O. The product is [OH:59][CH:58]1[CH2:57][CH2:56][CH2:55][CH2:54][N:50]1[C:26]([C@H:23]1[CH2:22][CH2:21][C@H:20]([C:18]2[S:19][C:15]([C:13]3[CH:12]=[CH:11][CH:10]=[C:9]([NH:8][C:4]4[CH:3]=[C:2]([CH3:1])[CH:7]=[CH:6][N:5]=4)[N:14]=3)=[CH:16][N:17]=2)[CH2:25][CH2:24]1)=[O:28]. The yield is 0.960. (7) The reactants are C([O:4][C@H:5]1[C@@H:29]([O:30]C(=O)C)[C@H:28]([O:34]C(=O)C)[C@@H:27]([CH2:38][O:39]C(=O)C)[O:26][C@@H:6]1[O:7][C:8]1[CH:13]=[CH:12][C:11]([N:14]2[C:22]3[C:17](=[CH:18][C:19]([O:23][CH3:24])=[CH:20][CH:21]=3)[CH:16]=[CH:15]2)=[CH:10][C:9]=1[Cl:25])(=O)C.CO[Na].CO. The catalyst is CO. The product is [O:7]([C:8]1[CH:13]=[CH:12][C:11]([N:14]2[C:22]3[C:17](=[CH:18][C:19]([O:23][CH3:24])=[CH:20][CH:21]=3)[CH:16]=[CH:15]2)=[CH:10][C:9]=1[Cl:25])[C@H:6]1[O:26][C@H:27]([CH2:38][OH:39])[C@@H:28]([OH:34])[C@H:29]([OH:30])[C@@H:5]1[OH:4]. The yield is 0.690. (8) The catalyst is CO. The reactants are [CH:1]([C:4]1[CH:9]=[CH:8][C:7]([C:10]2[C:14]3[C:15]([CH3:22])=[C:16]([NH2:21])[C:17]([CH3:20])=[C:18]([CH3:19])[C:13]=3[O:12][C:11]=2[CH3:23])=[CH:6][CH:5]=1)([CH3:3])[CH3:2].[CH3:24][O:25][C:26]1[CH:31]=[CH:30][C:29]([CH2:32][C:33](Cl)=[O:34])=[CH:28][CH:27]=1. The product is [CH:1]([C:4]1[CH:9]=[CH:8][C:7]([C:10]2[C:14]3[C:15]([CH3:22])=[C:16]([NH:21][C:33](=[O:34])[CH2:32][C:29]4[CH:30]=[CH:31][C:26]([O:25][CH3:24])=[CH:27][CH:28]=4)[C:17]([CH3:20])=[C:18]([CH3:19])[C:13]=3[O:12][C:11]=2[CH3:23])=[CH:6][CH:5]=1)([CH3:3])[CH3:2]. The yield is 0.420. (9) The reactants are [O:1]=[C:2]1[CH2:6][N:5]([C:7]([O:9][C:10]([CH3:13])([CH3:12])[CH3:11])=[O:8])[CH2:4][CH:3]1[C:14]([O:16][CH3:17])=[O:15].[CH2:18](O)[CH:19]=C.C([Sn](=O)CCCC)CCC. The catalyst is C1(C)C=CC=CC=1. The product is [O:1]=[C:2]1[CH2:6][N:5]([C:7]([O:9][C:10]([CH3:11])([CH3:12])[CH3:13])=[O:8])[CH2:4][CH:3]1[C:14]([O:16][CH2:17][CH:18]=[CH2:19])=[O:15]. The yield is 0.900. (10) The reactants are [NH:1]1[C:5]2=[N:6][CH:7]=[CH:8][CH:9]=[C:4]2[C:3]([C:10]([O:12][CH3:13])=[O:11])=[N:2]1.[Br:14][C:15]1[CH:16]=[C:17](B2OC(C)(C)C(C)(C)O2)[CH:18]=[C:19]([S:21]([CH3:24])(=[O:23])=[O:22])[CH:20]=1. No catalyst specified. The product is [Br:14][C:15]1[CH:16]=[C:17]([N:1]2[C:5]3=[N:6][CH:7]=[CH:8][CH:9]=[C:4]3[C:3]([C:10]([O:12][CH3:13])=[O:11])=[N:2]2)[CH:18]=[C:19]([S:21]([CH3:24])(=[O:23])=[O:22])[CH:20]=1. The yield is 0.700.